From a dataset of Forward reaction prediction with 1.9M reactions from USPTO patents (1976-2016). Predict the product of the given reaction. (1) Given the reactants Br[C:2]1[N:6]2[CH:7]=[C:8]([CH:25]3[CH2:27][CH2:26]3)[C:9]([CH2:11][O:12][C:13]3[CH:18]=[C:17]([O:19][C:20]([F:23])([F:22])[F:21])[CH:16]=[C:15]([Cl:24])[CH:14]=3)=[CH:10][C:5]2=[N:4][N:3]=1.[CH:28]1([S:31]([NH2:34])(=[O:33])=[O:32])CC1.CS(N)(=O)=O, predict the reaction product. The product is: [Cl:24][C:15]1[CH:14]=[C:13]([CH:18]=[C:17]([O:19][C:20]([F:23])([F:22])[F:21])[CH:16]=1)[O:12][CH2:11][C:9]1[C:8]([CH:25]2[CH2:27][CH2:26]2)=[CH:7][N:6]2[C:2]([NH:34][S:31]([CH3:28])(=[O:33])=[O:32])=[N:3][N:4]=[C:5]2[CH:10]=1. (2) Given the reactants [CH3:1][C:2]1[CH:3]=[N:4][C:5]2[N:6]([N:8]=[C:9]([CH2:11][OH:12])[N:10]=2)[CH:7]=1.C(O)(=O)C.C(O)(=O)C.IC1C=CC=CC=1.C(OC)(C)(C)C, predict the reaction product. The product is: [CH3:1][C:2]1[CH:3]=[N:4][C:5]2[N:6]([N:8]=[C:9]([CH:11]=[O:12])[N:10]=2)[CH:7]=1.